From a dataset of Catalyst prediction with 721,799 reactions and 888 catalyst types from USPTO. Predict which catalyst facilitates the given reaction. (1) The catalyst class is: 67. Product: [CH:1]1([N:4]2[CH2:13][CH2:12][C:11]3[C:6](=[CH:7][CH:8]=[C:9]([NH2:14])[CH:10]=3)[CH2:5]2)[CH2:3][CH2:2]1. Reactant: [CH:1]1([N:4]2[CH2:13][CH2:12][C:11]3[C:6](=[CH:7][CH:8]=[C:9]([NH:14]CC4C=CC(OC)=CC=4)[CH:10]=3)[CH2:5]2)[CH2:3][CH2:2]1. (2) The catalyst class is: 1. Reactant: C(OP([CH2:9][C:10]1[CH:19]=[CH:18][C:17]2[C:12](=[CH:13][C:14]([C:21]([P:24]([O:29][CH2:30][CH3:31])([O:26][CH2:27][CH3:28])=[O:25])([F:23])[F:22])=[C:15]([Br:20])[CH:16]=2)[CH:11]=1)(=O)OCC)C.[CH:32]([C:34]1[CH:35]=[C:36]([CH:41]=[CH:42][CH:43]=1)[C:37]([O:39][CH3:40])=[O:38])=O.CC(C)([O-])C.[K+]. Product: [Br:20][C:15]1[CH:16]=[C:17]2[C:12](=[CH:13][C:14]=1[C:21]([P:24]([O:26][CH2:27][CH3:28])([O:29][CH2:30][CH3:31])=[O:25])([F:23])[F:22])[CH:11]=[C:10](/[CH:9]=[CH:32]/[C:34]1[CH:35]=[C:36]([CH:41]=[CH:42][CH:43]=1)[C:37]([O:39][CH3:40])=[O:38])[CH:19]=[CH:18]2. (3) Reactant: [N+:1]([C:4]1[CH:5]=[C:6]([S:10](Cl)(=[O:12])=[O:11])[CH:7]=[CH:8][CH:9]=1)([O-:3])=[O:2].Cl.[F:15][C:16]1([F:20])[CH2:19][NH:18][CH2:17]1.C(N(CC)CC)C. Product: [F:15][C:16]1([F:20])[CH2:19][N:18]([S:10]([C:6]2[CH:7]=[CH:8][CH:9]=[C:4]([N+:1]([O-:3])=[O:2])[CH:5]=2)(=[O:12])=[O:11])[CH2:17]1. The catalyst class is: 4. (4) Reactant: N[CH:2]([C:4]1[S:5][C:6]([CH3:9])=[CH:7][CH:8]=1)[CH3:3].[H-].[Al+3].[Li+].[H-].[H-].[H-].N(C(C1SC(C)=CC=1)C)=[N+]=[N-].CC[O:29]C(C)=O. Product: [OH:29][CH:2]([C:4]1[S:5][C:6]([CH3:9])=[CH:7][CH:8]=1)[CH3:3]. The catalyst class is: 20. (5) Reactant: C([S:8][C:9]1[CH:18]=[C:17]2[C:12]([C:13]([C:19]3[CH:24]=[C:23]([CH3:25])[C:22]([Br:26])=[CH:21][C:20]=3[O:27][CH3:28])=[N:14][CH:15]=[N:16]2)=[CH:11][CH:10]=1)C1C=CC=CC=1.ClN1C(C)(C)C(=[O:37])N(Cl)C1=O.[F:40][C:41]1[C:46]([F:47])=[C:45]([F:48])[C:44]([F:49])=[C:43]([F:50])[C:42]=1[OH:51].C(N(CC)CC)C.[OH2:59]. Product: [Br:26][C:22]1[C:23]([CH3:25])=[CH:24][C:19]([C:13]2[C:12]3[C:17](=[CH:18][C:9]([S:8]([O:51][C:42]4[C:41]([F:40])=[C:46]([F:47])[C:45]([F:48])=[C:44]([F:49])[C:43]=4[F:50])(=[O:37])=[O:59])=[CH:10][CH:11]=3)[N:16]=[CH:15][N:14]=2)=[C:20]([O:27][CH3:28])[CH:21]=1. The catalyst class is: 699. (6) Reactant: [Br:1][C:2]1[CH:3]=[C:4]([CH:19]=[CH:20][C:21]=1F)[C:5]([NH:7][C:8]1[CH:13]=[CH:12][C:11]([O:14][C:15]([Cl:18])([F:17])[F:16])=[CH:10][CH:9]=1)=[O:6].Cl.Cl.[NH2:25][C@H:26]1[CH2:30][NH:29][CH2:28][C@@H:27]1[OH:31].C([O-])([O-])=O.[Na+].[Na+]. Product: [NH2:25][C@@H:26]1[C@@H:27]([OH:31])[CH2:28][N:29]([C:21]2[CH:20]=[CH:19][C:4]([C:5]([NH:7][C:8]3[CH:13]=[CH:12][C:11]([O:14][C:15]([Cl:18])([F:17])[F:16])=[CH:10][CH:9]=3)=[O:6])=[CH:3][C:2]=2[Br:1])[CH2:30]1. The catalyst class is: 16. (7) Reactant: [CH2:1]([O:3][C:4]1[C:5](/[C:18](/[CH2:23][CH3:24])=[C:19](/[F:22])\[CH2:20][OH:21])=[CH:6][C:7]2[C:8]([CH3:17])([CH3:16])[CH2:9][CH2:10][C:11]([CH3:15])([CH3:14])[C:12]=2[CH:13]=1)[CH3:2].ClCCl.C([N+](CCC)(CCC)CCC)CC.C[N+]1([O-])CCOCC1. Product: [CH2:1]([O:3][C:4]1[C:5](/[C:18](/[CH2:23][CH3:24])=[C:19](/[F:22])\[CH:20]=[O:21])=[CH:6][C:7]2[C:8]([CH3:17])([CH3:16])[CH2:9][CH2:10][C:11]([CH3:14])([CH3:15])[C:12]=2[CH:13]=1)[CH3:2]. The catalyst class is: 10. (8) Reactant: [CH2:1]([N:3]([CH2:29][CH3:30])[CH2:4][CH2:5][CH2:6][O:7][C:8]1[CH:17]=[C:16]2[C:11]([C:12]([S:18][C:19]3[S:20][C:21]([N+:24]([O-])=O)=[CH:22][CH:23]=3)=[CH:13][CH:14]=[N:15]2)=[CH:10][C:9]=1[O:27][CH3:28])[CH3:2].[Cl-].[NH4+].C(O)C. Product: [CH2:29]([N:3]([CH2:1][CH3:2])[CH2:4][CH2:5][CH2:6][O:7][C:8]1[CH:17]=[C:16]2[C:11]([C:12]([S:18][C:19]3[S:20][C:21]([NH2:24])=[CH:22][CH:23]=3)=[CH:13][CH:14]=[N:15]2)=[CH:10][C:9]=1[O:27][CH3:28])[CH3:30]. The catalyst class is: 150. (9) Reactant: Cl[C:2]1[C:7]([C:8]#[N:9])=[CH:6][N:5]=[C:4]([S:10][CH3:11])[N:3]=1.C(N(CC)CC)C.[CH2:19]1[CH:23]2[CH2:24][CH:25]([NH2:26])[CH:21]([CH2:22]2)[CH2:20]1. Product: [CH:21]12[CH2:22][CH:23]([CH2:19][CH2:20]1)[CH2:24][CH:25]2[NH:26][C:2]1[C:7]([C:8]#[N:9])=[CH:6][N:5]=[C:4]([S:10][CH3:11])[N:3]=1. The catalyst class is: 4.